Task: Regression. Given a peptide amino acid sequence and an MHC pseudo amino acid sequence, predict their binding affinity value. This is MHC class I binding data.. Dataset: Peptide-MHC class I binding affinity with 185,985 pairs from IEDB/IMGT (1) The peptide sequence is WMTQTLLIQNA. The MHC is Mamu-B01 with pseudo-sequence Mamu-B01. The binding affinity (normalized) is 0.329. (2) The peptide sequence is FKINIFMAF. The MHC is HLA-B15:03 with pseudo-sequence HLA-B15:03. The binding affinity (normalized) is 0.785. (3) The peptide sequence is KLGDITLFL. The MHC is HLA-B18:01 with pseudo-sequence HLA-B18:01. The binding affinity (normalized) is 0.0847. (4) The peptide sequence is TSCPPTCPGY. The MHC is HLA-A02:02 with pseudo-sequence HLA-A02:02. The binding affinity (normalized) is 0.202. (5) The peptide sequence is FLGKIWPSYK. The MHC is Mamu-A2601 with pseudo-sequence Mamu-A2601. The binding affinity (normalized) is 0.00871.